Regression. Given a peptide amino acid sequence and an MHC pseudo amino acid sequence, predict their binding affinity value. This is MHC class I binding data. From a dataset of Peptide-MHC class I binding affinity with 185,985 pairs from IEDB/IMGT. (1) The peptide sequence is LPPVVAKEI. The MHC is HLA-A30:02 with pseudo-sequence HLA-A30:02. The binding affinity (normalized) is 0. (2) The binding affinity (normalized) is 0. The peptide sequence is QLTPHTKAV. The MHC is HLA-A23:01 with pseudo-sequence HLA-A23:01. (3) The peptide sequence is DYCNVLNKEF. The MHC is HLA-B44:02 with pseudo-sequence HLA-B44:02. The binding affinity (normalized) is 0. (4) The peptide sequence is TQWSLFFFVY. The MHC is HLA-A11:01 with pseudo-sequence HLA-A11:01. The binding affinity (normalized) is 0.457. (5) The peptide sequence is LLDPLYFEV. The MHC is HLA-B40:01 with pseudo-sequence HLA-B40:01. The binding affinity (normalized) is 0.0847.